This data is from Full USPTO retrosynthesis dataset with 1.9M reactions from patents (1976-2016). The task is: Predict the reactants needed to synthesize the given product. (1) Given the product [F:11][C:12]1[CH:19]=[CH:18][C:15]([CH2:16][NH:17][C:2]2[CH:10]=[CH:9][C:5]3[N:6]=[CH:7][NH:8][C:4]=3[CH:3]=2)=[CH:14][CH:13]=1, predict the reactants needed to synthesize it. The reactants are: Br[C:2]1[CH:10]=[CH:9][C:5]2[N:6]=[CH:7][NH:8][C:4]=2[CH:3]=1.[F:11][C:12]1[CH:19]=[CH:18][C:15]([CH2:16][NH2:17])=[CH:14][CH:13]=1.C1(P(C2CCCCC2)C2C=CC=CC=2C2C=CC=CC=2N(C)C)CCCCC1.C[Si]([N-][Si](C)(C)C)(C)C.[Li+].C1COCC1. (2) Given the product [CH3:17][C:18]([S@:21]([NH:23][CH:14]([C:4]1[CH:5]=[N:6][C:7]([O:8][CH2:9][C:10]([F:13])([F:12])[F:11])=[C:2]([CH3:1])[CH:3]=1)[CH3:15])=[O:22])([CH3:20])[CH3:19], predict the reactants needed to synthesize it. The reactants are: [CH3:1][C:2]1[CH:3]=[C:4]([C:14](=O)[CH3:15])[CH:5]=[N:6][C:7]=1[O:8][CH2:9][C:10]([F:13])([F:12])[F:11].[CH3:17][C:18]([S@:21]([NH2:23])=[O:22])([CH3:20])[CH3:19].[BH4-].[Na+]. (3) Given the product [O:30]=[S:29]1(=[O:31])[C:24]2[CH:25]=[CH:26][CH:27]=[CH:28][C:23]=2[NH:22][C:4]([C:6]2[C:11](=[O:12])[N:10]([CH2:13][CH2:14][CH:15]([CH3:16])[CH3:17])[N:9]3[CH:18]=[CH:19][CH:20]=[C:8]3[C:7]=2[OH:21])=[N:32]1, predict the reactants needed to synthesize it. The reactants are: C(O[C:4]([C:6]1[C:11](=[O:12])[N:10]([CH2:13][CH2:14][CH:15]([CH3:17])[CH3:16])[N:9]2[CH:18]=[CH:19][CH:20]=[C:8]2[C:7]=1[OH:21])=O)C.[NH2:22][C:23]1[CH:28]=[CH:27][CH:26]=[CH:25][C:24]=1[S:29]([NH2:32])(=[O:31])=[O:30]. (4) Given the product [Br:1][C:2]1[CH:13]=[C:6]([C:7](=[O:8])[CH3:15])[C:5]([Cl:14])=[N:4][CH:3]=1, predict the reactants needed to synthesize it. The reactants are: [Br:1][C:2]1[CH:3]=[N:4][C:5]([Cl:14])=[C:6]([CH:13]=1)[C:7](N(OC)C)=[O:8].[CH3:15][Mg]Br. (5) Given the product [Cl:1][C:2]1[CH:3]=[N:4][C:5]2[NH:6][C:7]3[CH:8]=[N:9][CH:10]=[C:11]([CH:25]=3)[CH2:12][CH2:13][C:14]3[CH:22]=[C:18]([NH:19][C:20]=1[N:21]=2)[CH:17]=[CH:16][C:15]=3[OH:23], predict the reactants needed to synthesize it. The reactants are: [Cl:1][C:2]1[CH:3]=[N:4][C:5]2[NH:6][C:7]3[CH:8]=[N:9][CH:10]=[C:11]([CH:25]=3)[CH2:12][CH2:13][C:14]3[CH:22]=[C:18]([NH:19][C:20]=1[N:21]=2)[CH:17]=[CH:16][C:15]=3[O:23]C.B(Br)(Br)Br.C(=O)(O)[O-].[Na+]. (6) Given the product [CH3:16][C:6]1[CH:7]=[C:8]([O:10][CH2:11][CH2:12][S:13]([CH3:15])=[O:14])[CH:9]=[C:4]([CH3:3])[C:5]=1[C:17]1[CH:25]=[CH:24][C:23]([F:26])=[C:22]2[C:18]=1[CH2:19][CH2:20][C@H:21]2[O:27][C:28]1[CH:41]=[CH:40][C:31]2[C@H:32]([CH2:35][C:36]([OH:38])=[O:37])[CH2:33][O:34][C:30]=2[CH:29]=1, predict the reactants needed to synthesize it. The reactants are: [OH-].[Na+].[CH3:3][C:4]1[CH:9]=[C:8]([O:10][CH2:11][CH2:12][S:13]([CH3:15])=[O:14])[CH:7]=[C:6]([CH3:16])[C:5]=1[C:17]1[CH:25]=[CH:24][C:23]([F:26])=[C:22]2[C:18]=1[CH2:19][CH2:20][C@H:21]2[O:27][C:28]1[CH:41]=[CH:40][C:31]2[C@H:32]([CH2:35][C:36]([O:38]C)=[O:37])[CH2:33][O:34][C:30]=2[CH:29]=1.Cl. (7) The reactants are: [N+:1]([C:4]1[C:5]([O:17][CH:18]([CH3:20])[CH3:19])=[C:6]([C:13]([F:16])([F:15])[F:14])[CH:7]=[C:8]([N+:10]([O-:12])=[O:11])[CH:9]=1)([O-])=[O:2].O.O.Cl[Sn]Cl. Given the product [OH:2][NH:1][C:4]1[C:5]([O:17][CH:18]([CH3:20])[CH3:19])=[C:6]([C:13]([F:14])([F:16])[F:15])[CH:7]=[C:8]([N+:10]([O-:12])=[O:11])[CH:9]=1, predict the reactants needed to synthesize it.